From a dataset of Full USPTO retrosynthesis dataset with 1.9M reactions from patents (1976-2016). Predict the reactants needed to synthesize the given product. (1) Given the product [CH:39]([S:2]([N:6]1[CH2:7][CH:8]=[C:9]([C:12]2[CH:17]=[CH:16][C:15]([NH:18][C:19]([N:21]3[CH2:22][C:23]4[C:28](=[CH:27][CH:26]=[CH:25][CH:24]=4)[CH2:29]3)=[O:20])=[CH:14][CH:13]=2)[CH2:10][CH2:11]1)(=[O:4])=[O:3])([CH3:38])[CH3:31], predict the reactants needed to synthesize it. The reactants are: C[S:2](Cl)(=[O:4])=[O:3].[NH:6]1[CH2:11][CH:10]=[C:9]([C:12]2[CH:17]=[CH:16][C:15]([NH:18][C:19]([N:21]3[CH2:29][C:28]4[C:23](=[CH:24][CH:25]=[CH:26][CH:27]=4)[CH2:22]3)=[O:20])=[CH:14][CH:13]=2)[CH2:8][CH2:7]1.N[C:31]1C=C2C(=[CH:38][CH:39]=1)CN(C(NC1C=CC(C(=O)NCCC)=CC=1)=O)C2. (2) Given the product [OH:1][C:2]1[CH:11]=[C:10]2[C:5]([C:6]([C:23]([O:25][CH3:32])=[O:24])=[C:7]([CH3:22])[C:8]([C:12]3[CH:17]=[CH:16][CH:15]=[C:14]([C:18]([F:20])([F:21])[F:19])[CH:13]=3)=[N:9]2)=[CH:4][C:3]=1[S:26]([CH:29]([CH3:31])[CH3:30])(=[O:28])=[O:27], predict the reactants needed to synthesize it. The reactants are: [OH:1][C:2]1[CH:11]=[C:10]2[C:5]([C:6]([C:23]([OH:25])=[O:24])=[C:7]([CH3:22])[C:8]([C:12]3[CH:17]=[CH:16][CH:15]=[C:14]([C:18]([F:21])([F:20])[F:19])[CH:13]=3)=[N:9]2)=[CH:4][C:3]=1[S:26]([CH:29]([CH3:31])[CH3:30])(=[O:28])=[O:27].[C:32](Cl)(=O)C(Cl)=O.CO. (3) Given the product [CH2:14]([O:13][C:11]1[C:6]([C:7](=[O:8])[NH:9][CH3:10])=[CH:5][N:4]=[C:3]([CH2:2][NH:1][C:34]([NH:33][C:31]([O:30][CH2:29][CH:27]2[C:26]3[CH:25]=[CH:24][CH:23]=[CH:22][C:21]=3[C:20]3[C:28]2=[CH:16][CH:17]=[CH:18][CH:19]=3)=[O:32])=[S:35])[CH:12]=1)[CH3:15], predict the reactants needed to synthesize it. The reactants are: [NH2:1][CH2:2][C:3]1[CH:12]=[C:11]([O:13][CH2:14][CH3:15])[C:6]([C:7]([NH:9][CH3:10])=[O:8])=[CH:5][N:4]=1.[CH:16]1[C:28]2[CH:27]([CH2:29][O:30][C:31]([N:33]=[C:34]=[S:35])=[O:32])[C:26]3[C:21](=[CH:22][CH:23]=[CH:24][CH:25]=3)[C:20]=2[CH:19]=[CH:18][CH:17]=1. (4) Given the product [Cl:10][C:11]1[C:12]([F:19])=[C:13]([CH:16]=[CH:17][CH:18]=1)[CH2:14][S:1][C:2]1[N:7]=[C:6]([OH:8])[CH:5]=[C:4]([OH:9])[N:3]=1, predict the reactants needed to synthesize it. The reactants are: [SH:1][C:2]1[N:7]=[C:6]([OH:8])[CH:5]=[C:4]([OH:9])[N:3]=1.[Cl:10][C:11]1[C:12]([F:19])=[C:13]([CH:16]=[CH:17][CH:18]=1)[CH2:14]Br.